From a dataset of NCI-60 drug combinations with 297,098 pairs across 59 cell lines. Regression. Given two drug SMILES strings and cell line genomic features, predict the synergy score measuring deviation from expected non-interaction effect. Drug 1: C1=CC(=CC=C1C#N)C(C2=CC=C(C=C2)C#N)N3C=NC=N3. Drug 2: CC1=C(C=C(C=C1)NC(=O)C2=CC=C(C=C2)CN3CCN(CC3)C)NC4=NC=CC(=N4)C5=CN=CC=C5. Cell line: SF-268. Synergy scores: CSS=-1.22, Synergy_ZIP=-0.232, Synergy_Bliss=-2.97, Synergy_Loewe=-5.62, Synergy_HSA=-6.06.